Dataset: Reaction yield outcomes from USPTO patents with 853,638 reactions. Task: Predict the reaction yield, written as a fraction of the theoretical maximum amount of product (1.0 means a 100% yield; for example, 0.34 means a 34% yield). The yield is 0.780. No catalyst specified. The reactants are [Br:1][C:2]1[CH:3]=[C:4]([CH:6]=[CH:7][CH:8]=1)[NH2:5].[CH2:9]([O:11][C:12](=[O:23])[C:13](=[CH:19]OCC)[C:14]([O:16][CH2:17][CH3:18])=[O:15])[CH3:10]. The product is [Br:1][C:2]1[CH:3]=[C:4]([NH:5][CH:19]=[C:13]([C:12]([O:11][CH2:9][CH3:10])=[O:23])[C:14]([O:16][CH2:17][CH3:18])=[O:15])[CH:6]=[CH:7][CH:8]=1.